From a dataset of Reaction yield outcomes from USPTO patents with 853,638 reactions. Predict the reaction yield, written as a fraction of the theoretical maximum amount of product (1.0 means a 100% yield; for example, 0.34 means a 34% yield). (1) The reactants are [C:1]([C:5]1[CH:6]=[C:7]([C:16]2[S:17][CH:18]=[C:19]([CH2:21][CH2:22][OH:23])[N:20]=2)[CH:8]=[C:9]([C:12]([CH3:15])([CH3:14])[CH3:13])[C:10]=1[OH:11])([CH3:4])([CH3:3])[CH3:2].O[C:25]1[CH:32]=[CH:31][C:28]([CH:29]=[O:30])=[CH:27][CH:26]=1.C1(P(C2C=CC=CC=2)C2C=CC=CC=2)C=CC=CC=1.CCOC(/N=N/C(OCC)=O)=O. The catalyst is O1CCCC1. The product is [C:12]([C:9]1[CH:8]=[C:7]([C:16]2[S:17][CH:18]=[C:19]([CH2:21][CH2:22][O:23][C:25]3[CH:32]=[CH:31][C:28]([CH:29]=[O:30])=[CH:27][CH:26]=3)[N:20]=2)[CH:6]=[C:5]([C:1]([CH3:2])([CH3:3])[CH3:4])[C:10]=1[OH:11])([CH3:15])([CH3:14])[CH3:13]. The yield is 0.720. (2) The product is [F:1][C:2]1[N:10]=[C:9]2[C:5]([N:6]=[CH:7][N:8]2[C:12]([C:13]2[CH:18]=[CH:17][CH:16]=[CH:15][CH:14]=2)([C:25]2[CH:26]=[CH:27][CH:28]=[CH:29][CH:30]=2)[C:19]2[CH:20]=[CH:21][CH:22]=[CH:23][CH:24]=2)=[C:4]([NH2:11])[N:3]=1. The catalyst is CN(C=O)C.N1C=CC=CC=1. The reactants are [F:1][C:2]1[N:10]=[C:9]2[C:5]([N:6]=[CH:7][NH:8]2)=[C:4]([NH2:11])[N:3]=1.[C:12](Cl)([C:25]1[CH:30]=[CH:29][CH:28]=[CH:27][CH:26]=1)([C:19]1[CH:24]=[CH:23][CH:22]=[CH:21][CH:20]=1)[C:13]1[CH:18]=[CH:17][CH:16]=[CH:15][CH:14]=1. The yield is 0.930. (3) The reactants are [OH-].[Li+].[CH3:3][C:4]([O:7][C@H:8]([CH3:44])[C@@H:9]([C:40]([O:42]C)=[O:41])[NH:10][C:11]([C:13]1[CH:18]=[CH:17][C:16]([C:19]2[CH:24]=[CH:23][C:22]([O:25][CH3:26])=[CH:21][CH:20]=2)=[CH:15][C:14]=1[NH:27][C:28]([NH:30][C:31]1[C:36]([CH3:37])=[CH:35][C:34]([CH3:38])=[CH:33][C:32]=1[CH3:39])=[O:29])=[O:12])([CH3:6])[CH3:5].CO.O. The catalyst is C1COCC1. The product is [CH3:6][C:4]([O:7][C@H:8]([CH3:44])[C@@H:9]([C:40]([OH:42])=[O:41])[NH:10][C:11]([C:13]1[CH:18]=[CH:17][C:16]([C:19]2[CH:20]=[CH:21][C:22]([O:25][CH3:26])=[CH:23][CH:24]=2)=[CH:15][C:14]=1[NH:27][C:28]([NH:30][C:31]1[C:32]([CH3:39])=[CH:33][C:34]([CH3:38])=[CH:35][C:36]=1[CH3:37])=[O:29])=[O:12])([CH3:3])[CH3:5]. The yield is 0.860.